This data is from Reaction yield outcomes from USPTO patents with 853,638 reactions. The task is: Predict the reaction yield, written as a fraction of the theoretical maximum amount of product (1.0 means a 100% yield; for example, 0.34 means a 34% yield). (1) The reactants are [Cl:1][C:2]1[CH:8]=[CH:7][C:5]([NH2:6])=[CH:4][CH:3]=1.B(Cl)(Cl)Cl.[C:13]([C:15]1[CH:20]=[CH:19][N:18]=[CH:17][CH:16]=1)#N.[Al+3].[Cl-].[Cl-].[Cl-].Cl.[OH-:26].[Na+]. The catalyst is C(Cl)Cl.O. The product is [NH2:6][C:5]1[CH:7]=[CH:8][C:2]([Cl:1])=[CH:3][C:4]=1[C:13]([C:15]1[CH:20]=[CH:19][N:18]=[CH:17][CH:16]=1)=[O:26]. The yield is 0.750. (2) The reactants are [NH2:1][CH:2]1[CH2:7][CH2:6][CH:5]([NH:8][C:9]2[N:17]=[C:16]3[C:12]([N:13]=[CH:14][N:15]3[CH:18]3[CH2:22][CH2:21][CH2:20][CH2:19]3)=[C:11]([NH:23][CH2:24][C:25]3[CH:30]=[CH:29][C:28](Br)=[CH:27][CH:26]=3)[N:10]=2)[CH2:4][CH2:3]1.[O:32]1C=C[C:34](B(O)O)=[CH:33]1.O.O.O.P([O-])([O-])([O-])=O.[K+].[K+].[K+].[CH3:51][N:52](C)C=O. The catalyst is [Br-].C([N+](CCCC)(CCCC)CCCC)CCC.O. The product is [NH2:1][CH:2]1[CH2:3][CH2:4][CH:5]([NH:8][C:9]2[N:17]=[C:16]3[C:12]([N:13]=[CH:14][N:15]3[CH:18]3[CH2:22][CH2:21][CH2:20][CH2:19]3)=[C:11]([NH:23][CH2:24][C:25]3[CH:51]=[N:52][C:28]([C:27]4[CH:34]=[CH:33][O:32][CH:26]=4)=[CH:29][CH:30]=3)[N:10]=2)[CH2:6][CH2:7]1. The yield is 0.940. (3) The reactants are [F:1][C:2]([F:30])([F:29])[O:3][C:4]1[CH:9]=[CH:8][C:7]([N:10]2[CH:14]=[N:13][C:12]([C:15]3[CH:20]=[CH:19][C:18](/[C:21](/[CH3:28])=C/C(N=[N+]=[N-])=O)=[CH:17][CH:16]=3)=[N:11]2)=[CH:6][CH:5]=1.[CH:31]([C:34]1[CH:39]=[CH:38][CH:37]=[CH:36][C:35]=1[NH:40][C:41]([NH2:43])=[S:42])([CH3:33])[CH3:32].[C:44](=[O:47])([O-])[O-].[Cs+].[Cs+].[C:50]([O-:53])(=O)[CH3:51].[Na+].BrCC(OC)=O.[C:61](#[N:63])C. The catalyst is C(OCC)(=O)C.C(O)C. The product is [CH:31]([C:34]1[CH:39]=[CH:38][CH:37]=[CH:36][C:35]=1[N:40]1[C:50](=[O:53])[CH2:51][S:42]/[C:41]/1=[N:43]\[C:44]([NH:63]/[CH:61]=[C:21](/[C:18]1[CH:19]=[CH:20][C:15]([C:12]2[N:13]=[CH:14][N:10]([C:7]3[CH:8]=[CH:9][C:4]([O:3][C:2]([F:1])([F:30])[F:29])=[CH:5][CH:6]=3)[N:11]=2)=[CH:16][CH:17]=1)\[CH3:28])=[O:47])([CH3:33])[CH3:32]. The yield is 0.370. (4) The yield is 0.372. No catalyst specified. The reactants are [NH2:1][C:2]1[CH:13]=[CH:12][C:5]([O:6][CH:7]([CH3:11])[C:8]([OH:10])=[O:9])=[CH:4][CH:3]=1.Cl.[CH3:15]O. The product is [CH3:15][O:9][C:8](=[O:10])[CH:7]([O:6][C:5]1[CH:4]=[CH:3][C:2]([NH2:1])=[CH:13][CH:12]=1)[CH3:11]. (5) The reactants are [Br:1][C:2]1[CH:10]=[CH:9][C:5]([C:6]([OH:8])=O)=[CH:4][C:3]=1[CH3:11].C(Cl)(=O)C(Cl)=O.C(N(C(C)C)C(C)C)C.[Cl:27][C:28]1[CH:33]=[CH:32][C:31]([CH2:34][CH2:35][NH2:36])=[CH:30][CH:29]=1. The catalyst is ClCCl.CN(C=O)C.CCOC(C)=O. The product is [Br:1][C:2]1[CH:10]=[CH:9][C:5]([C:6]([NH:36][CH2:35][CH2:34][C:31]2[CH:32]=[CH:33][C:28]([Cl:27])=[CH:29][CH:30]=2)=[O:8])=[CH:4][C:3]=1[CH3:11]. The yield is 0.488. (6) The reactants are C([O-])([O-])=O.[Cs+].[Cs+].[O:7]1[CH2:12][CH2:11][N:10]([CH2:13][C:14]2[CH:15]=[C:16](B(O)O)[CH:17]=[CH:18][CH:19]=2)[CH2:9][CH2:8]1.Br[C:24]1[CH:25]=[C:26]([C:31]2[N:32]=[N:33][N:34]([CH:36]([CH3:38])[CH3:37])[CH:35]=2)[C:27]([NH2:30])=[N:28][CH:29]=1. The catalyst is O1CCOCC1.O.C1C=CC([P]([Pd]([P](C2C=CC=CC=2)(C2C=CC=CC=2)C2C=CC=CC=2)([P](C2C=CC=CC=2)(C2C=CC=CC=2)C2C=CC=CC=2)[P](C2C=CC=CC=2)(C2C=CC=CC=2)C2C=CC=CC=2)(C2C=CC=CC=2)C2C=CC=CC=2)=CC=1. The product is [CH:36]([N:34]1[CH:35]=[C:31]([C:26]2[C:27]([NH2:30])=[N:28][CH:29]=[C:24]([C:16]3[CH:17]=[CH:18][CH:19]=[C:14]([CH2:13][N:10]4[CH2:11][CH2:12][O:7][CH2:8][CH2:9]4)[CH:15]=3)[CH:25]=2)[N:32]=[N:33]1)([CH3:38])[CH3:37]. The yield is 0.581. (7) The reactants are [CH3:1][O:2][C:3]1[CH:4]=[C:5]([C:13]2[O:21][C:20]3[C:15](=[N:16][CH:17]=[CH:18][C:19]=3[C:22]3[CH:23]=[C:24]([CH:28]=[CH:29][CH:30]=3)[C:25]([OH:27])=O)[CH:14]=2)[CH:6]=[C:7]([O:11][CH3:12])[C:8]=1[O:9][CH3:10].[CH3:31][N:32]([CH3:37])[CH2:33][CH2:34][CH2:35][NH2:36]. No catalyst specified. The product is [CH3:31][N:32]([CH3:37])[CH2:33][CH2:34][CH2:35][NH:36][C:25](=[O:27])[C:24]1[CH:28]=[CH:29][CH:30]=[C:22]([C:19]2[CH:18]=[CH:17][N:16]=[C:15]3[CH:14]=[C:13]([C:5]4[CH:6]=[C:7]([O:11][CH3:12])[C:8]([O:9][CH3:10])=[C:3]([O:2][CH3:1])[CH:4]=4)[O:21][C:20]=23)[CH:23]=1. The yield is 0.330.